Dataset: Merck oncology drug combination screen with 23,052 pairs across 39 cell lines. Task: Regression. Given two drug SMILES strings and cell line genomic features, predict the synergy score measuring deviation from expected non-interaction effect. (1) Drug 1: CS(=O)(=O)CCNCc1ccc(-c2ccc3ncnc(Nc4ccc(OCc5cccc(F)c5)c(Cl)c4)c3c2)o1. Drug 2: CCc1c2c(nc3ccc(O)cc13)-c1cc3c(c(=O)n1C2)COC(=O)C3(O)CC. Cell line: MDAMB436. Synergy scores: synergy=20.0. (2) Drug 1: Nc1ccn(C2OC(CO)C(O)C2(F)F)c(=O)n1. Drug 2: COC1CC2CCC(C)C(O)(O2)C(=O)C(=O)N2CCCCC2C(=O)OC(C(C)CC2CCC(OP(C)(C)=O)C(OC)C2)CC(=O)C(C)C=C(C)C(O)C(OC)C(=O)C(C)CC(C)C=CC=CC=C1C. Cell line: LOVO. Synergy scores: synergy=5.07. (3) Drug 1: NC(=O)c1cccc2cn(-c3ccc(C4CCCNC4)cc3)nc12. Drug 2: COC1=C2CC(C)CC(OC)C(O)C(C)C=C(C)C(OC(N)=O)C(OC)C=CC=C(C)C(=O)NC(=CC1=O)C2=O. Cell line: A2058. Synergy scores: synergy=33.0. (4) Drug 1: CN1C(=O)C=CC2(C)C3CCC4(C)C(NC(=O)OCC(F)(F)F)CCC4C3CCC12. Drug 2: O=C(CCCCCCC(=O)Nc1ccccc1)NO. Cell line: HT29. Synergy scores: synergy=21.7. (5) Drug 1: CC(=O)OC1C(=O)C2(C)C(O)CC3OCC3(OC(C)=O)C2C(OC(=O)c2ccccc2)C2(O)CC(OC(=O)C(O)C(NC(=O)c3ccccc3)c3ccccc3)C(C)=C1C2(C)C. Drug 2: COC1CC2CCC(C)C(O)(O2)C(=O)C(=O)N2CCCCC2C(=O)OC(C(C)CC2CCC(OP(C)(C)=O)C(OC)C2)CC(=O)C(C)C=C(C)C(O)C(OC)C(=O)C(C)CC(C)C=CC=CC=C1C. Cell line: COLO320DM. Synergy scores: synergy=15.8.